This data is from Peptide-MHC class I binding affinity with 185,985 pairs from IEDB/IMGT. The task is: Regression. Given a peptide amino acid sequence and an MHC pseudo amino acid sequence, predict their binding affinity value. This is MHC class I binding data. The peptide sequence is LPETLETLLL. The MHC is HLA-B35:01 with pseudo-sequence HLA-B35:01. The binding affinity (normalized) is 0.313.